From a dataset of Forward reaction prediction with 1.9M reactions from USPTO patents (1976-2016). Predict the product of the given reaction. (1) Given the reactants [C:1]([O:5][C:6](=[O:23])[CH2:7][C@H:8]([CH2:12][C@H:13]([CH3:22])[CH2:14][CH2:15][CH:16]1[CH2:21][CH2:20][CH2:19][CH2:18][CH2:17]1)C(O)=O)(C)(C)C.C([N:26](CC)CC)C.C1(P(N=[N+]=[N-])(C2C=CC=CC=2)=O)C=CC=CC=1, predict the reaction product. The product is: [CH3:1][O:5][C:6](=[O:23])[CH2:7][C@@H:8]([NH2:26])[CH2:12][C@H:13]([CH3:22])[CH2:14][CH2:15][CH:16]1[CH2:21][CH2:20][CH2:19][CH2:18][CH2:17]1. (2) Given the reactants [H-].[H-].[H-].[H-].[Li+].[Al+3].[Cl:7][C:8]1[CH:13]=[CH:12][C:11]([S:14]([NH:17][C@@H:18]([CH:22]2[CH2:27][CH2:26][CH2:25][CH2:24][CH2:23]2)[C:19](O)=[O:20])(=[O:16])=[O:15])=[CH:10][CH:9]=1, predict the reaction product. The product is: [Cl:7][C:8]1[CH:9]=[CH:10][C:11]([S:14]([NH:17][C@@H:18]([CH:22]2[CH2:27][CH2:26][CH2:25][CH2:24][CH2:23]2)[CH2:19][OH:20])(=[O:15])=[O:16])=[CH:12][CH:13]=1. (3) Given the reactants Br[C:2]1[CH:7]=[CH:6][C:5]([C@@H:8]2[CH2:10][C@H:9]2[NH:11][C:12](=[O:18])[O:13][C:14]([CH3:17])([CH3:16])[CH3:15])=[CH:4][CH:3]=1.B(O)O.C([O-])([O-])=O.[K+].[K+].O, predict the reaction product. The product is: [C:2]1([C:2]2[CH:7]=[CH:6][CH:5]=[CH:4][CH:3]=2)[CH:7]=[CH:6][C:5]([C@@H:8]2[CH2:10][C@H:9]2[NH:11][C:12](=[O:18])[O:13][C:14]([CH3:17])([CH3:16])[CH3:15])=[CH:4][CH:3]=1. (4) Given the reactants [F:1][C:2]1[CH:13]=[C:12]([F:14])[CH:11]=[CH:10][C:3]=1[CH2:4][C@H:5]([CH2:8][CH3:9])[CH2:6][OH:7].C(N(CC)CC)C.[CH3:22][S:23](Cl)(=[O:25])=[O:24], predict the reaction product. The product is: [F:1][C:2]1[CH:13]=[C:12]([F:14])[CH:11]=[CH:10][C:3]=1[CH2:4][C@H:5]([CH2:8][CH3:9])[CH2:6][O:7][S:23]([CH3:22])(=[O:25])=[O:24]. (5) Given the reactants [Cl:1][C:2]1[CH:3]=[CH:4][C:5]([N+:12]([O-:14])=[O:13])=[C:6]([S:8](Cl)(=[O:10])=[O:9])[CH:7]=1.[CH3:15][NH:16][CH3:17], predict the reaction product. The product is: [Cl:1][C:2]1[CH:3]=[CH:4][C:5]([N+:12]([O-:14])=[O:13])=[C:6]([S:8]([N:16]([CH3:17])[CH3:15])(=[O:10])=[O:9])[CH:7]=1. (6) Given the reactants [CH3:1][C:2]1[C:7](/[CH:8]=[CH:9]/[C:10]([O:12][CH3:13])=[O:11])=[CH:6][CH:5]=[CH:4][N:3]=1.C(Cl)(Cl)(Cl)Cl.C1C(=O)N([Br:26])C(=O)C1.CC(N=NC(C#N)(C)C)(C#N)C, predict the reaction product. The product is: [Br:26][CH2:1][C:2]1[C:7](/[CH:8]=[CH:9]/[C:10]([O:12][CH3:13])=[O:11])=[CH:6][CH:5]=[CH:4][N:3]=1. (7) Given the reactants [Cl:1][C:2]1[CH:3]=[C:4]2[C:8](=[C:9]([F:11])[CH:10]=1)[N:7]([CH2:12][CH2:13][C:14]([O:16][CH2:17][CH3:18])=[O:15])[C:6]([CH2:19]OS(C)(=O)=O)=[CH:5]2.[NH:25]1[C:29]2=[CH:30][N:31]=[CH:32][CH:33]=[C:28]2[C:27]2([CH2:35][CH2:34]2)[C:26]1=[O:36].C(=O)([O-])[O-].[Cs+].[Cs+], predict the reaction product. The product is: [Cl:1][C:2]1[CH:3]=[C:4]2[C:8](=[C:9]([F:11])[CH:10]=1)[N:7]([CH2:12][CH2:13][C:14]([O:16][CH2:17][CH3:18])=[O:15])[C:6]([CH2:19][N:25]1[C:29]3=[CH:30][N:31]=[CH:32][CH:33]=[C:28]3[C:27]3([CH2:34][CH2:35]3)[C:26]1=[O:36])=[CH:5]2.